From a dataset of Forward reaction prediction with 1.9M reactions from USPTO patents (1976-2016). Predict the product of the given reaction. The product is: [Cl:13][C:14]1[CH:15]=[CH:16][C:17]([C:20]2[C:29]3[C:24](=[CH:25][CH:26]=[CH:27][CH:28]=3)[C:23]([NH:30][C:31]3[CH:32]=[CH:33][C:34]([O:37][C:41]4[CH:42]=[CH:43][N:44]=[C:39]([Cl:38])[N:40]=4)=[CH:35][CH:36]=3)=[N:22][N:21]=2)=[CH:18][CH:19]=1. Given the reactants N12CCCN=C1CCCCC2.Cl.[Cl:13][C:14]1[CH:19]=[CH:18][C:17]([C:20]2[C:29]3[C:24](=[CH:25][CH:26]=[CH:27][CH:28]=3)[C:23]([NH:30][C:31]3[CH:36]=[CH:35][C:34]([OH:37])=[CH:33][CH:32]=3)=[N:22][N:21]=2)=[CH:16][CH:15]=1.[Cl:38][C:39]1[N:44]=[C:43](Cl)[CH:42]=[CH:41][N:40]=1, predict the reaction product.